The task is: Predict the product of the given reaction.. This data is from Forward reaction prediction with 1.9M reactions from USPTO patents (1976-2016). Given the reactants [CH:1]([N:4]1[C:8]([C:9]2[N:10]=[C:11]3[C:17]4[CH:18]=[CH:19][C:20]([N:22]5[CH2:26][CH2:25][CH2:24][C@H:23]5[C:27](O)=[O:28])=[CH:21][C:16]=4[O:15][CH2:14][CH2:13][N:12]3[CH:30]=2)=[N:7][CH:6]=[N:5]1)([CH3:3])[CH3:2].F[P-](F)(F)(F)(F)F.C[N+:39](C)=C(N(C)C)ON1C2N=CC=CC=2N=N1.C(N(CC)C(C)C)(C)C.[Cl-].[NH4+].CN(C)C(=O)C, predict the reaction product. The product is: [CH:1]([N:4]1[C:8]([C:9]2[N:10]=[C:11]3[C:17]4[CH:18]=[CH:19][C:20]([N:22]5[CH2:26][CH2:25][CH2:24][C@H:23]5[C:27]([NH2:39])=[O:28])=[CH:21][C:16]=4[O:15][CH2:14][CH2:13][N:12]3[CH:30]=2)=[N:7][CH:6]=[N:5]1)([CH3:3])[CH3:2].